From a dataset of Catalyst prediction with 721,799 reactions and 888 catalyst types from USPTO. Predict which catalyst facilitates the given reaction. (1) Reactant: [NH:1]1[CH2:6][C:5](=[O:7])[NH:4][CH2:3][C:2]1=[O:8].I[C:10]1[CH:11]=[N:12][N:13]2[CH2:18][CH:17]([CH3:19])[N:16]([C:20]([O:22][C:23]([CH3:26])([CH3:25])[CH3:24])=[O:21])[CH2:15][C:14]=12.[O-]P([O-])([O-])=O.[K+].[K+].[K+].CN[C@@H]1CCCC[C@H]1NC. Product: [O:8]=[C:2]1[CH2:3][NH:4][C:5](=[O:7])[CH2:6][N:1]1[C:10]1[CH:11]=[N:12][N:13]2[CH2:18][CH:17]([CH3:19])[N:16]([C:20]([O:22][C:23]([CH3:24])([CH3:26])[CH3:25])=[O:21])[CH2:15][C:14]=12. The catalyst class is: 156. (2) Reactant: [C:1]1([S:7](Cl)(=[O:9])=[O:8])[CH:6]=[CH:5][CH:4]=[CH:3][CH:2]=1.[CH2:11]([NH2:18])[C:12]1[CH:17]=[CH:16][CH:15]=[CH:14][CH:13]=1.CCN(CC)CC. Product: [CH2:11]([NH:18][S:7]([C:1]1[CH:6]=[CH:5][CH:4]=[CH:3][CH:2]=1)(=[O:9])=[O:8])[C:12]1[CH:17]=[CH:16][CH:15]=[CH:14][CH:13]=1. The catalyst class is: 23. (3) Reactant: [H-].[H-].[H-].[H-].[Li+].[Al+3].[CH3:7][O:8][C:9]1[CH:10]=[CH:11][CH:12]=[C:13]2[C:17]=1[N:16]([CH2:18][CH2:19][CH2:20][N:21]1[CH2:26][CH2:25][CH:24]([O:27][CH2:28][CH2:29][CH3:30])[CH2:23][CH2:22]1)[CH:15]=[C:14]2[C:31](=[O:33])[CH3:32]. Product: [CH3:7][O:8][C:9]1[CH:10]=[CH:11][CH:12]=[C:13]2[C:17]=1[N:16]([CH2:18][CH2:19][CH2:20][N:21]1[CH2:26][CH2:25][CH:24]([O:27][CH2:28][CH2:29][CH3:30])[CH2:23][CH2:22]1)[CH:15]=[C:14]2[CH:31]([OH:33])[CH3:32]. The catalyst class is: 1. (4) Reactant: [NH2:1][C:2]1[CH:7]=[C:6]([CH2:8]O)[N:5]=[C:4]([C:10]([O:12][CH3:13])=[O:11])[C:3]=1[Cl:14].COCCN(S(F)(F)[F:25])CCOC. Product: [NH2:1][C:2]1[CH:7]=[C:6]([CH2:8][F:25])[N:5]=[C:4]([C:10]([O:12][CH3:13])=[O:11])[C:3]=1[Cl:14]. The catalyst class is: 2. (5) Product: [CH3:1][O:2][C:3]1[CH:17]=[CH:16][C:6]2[O:7][C:8]([CH3:15])([CH3:14])[C:9](=[O:10])[NH:18][C:5]=2[CH:4]=1. The catalyst class is: 349. Reactant: [CH3:1][O:2][C:3]1[CH:17]=[CH:16][C:6]([O:7][C:8]([CH3:15])([CH3:14])[C:9](OCC)=[O:10])=[C:5]([N+:18]([O-])=O)[CH:4]=1. (6) The catalyst class is: 9. Reactant: [H-].[Na+].[CH:3]1([C@@H:6]2[O:16][CH2:15][C:9]3=[N:10][O:11][C@@H:12]([CH2:13][OH:14])[C@@H:8]3[CH2:7]2)[CH2:5][CH2:4]1.I[CH3:18].O. Product: [CH:3]1([C@@H:6]2[O:16][CH2:15][C:9]3=[N:10][O:11][C@@H:12]([CH2:13][O:14][CH3:18])[C@@H:8]3[CH2:7]2)[CH2:4][CH2:5]1. (7) Reactant: F[C:2]1[CH:9]=[CH:8][C:5]([C:6]#[N:7])=[C:4]([C:10]([F:13])([F:12])[F:11])[CH:3]=1.[NH2:14][C@@H:15]([CH2:18][S:19][CH2:20][C:21]1[CH:26]=[CH:25][CH:24]=[CH:23][CH:22]=1)[CH2:16][OH:17].C(N(C(C)C)CC)(C)C. Product: [CH2:20]([S:19][CH2:18][C@H:15]([NH:14][C:2]1[CH:9]=[CH:8][C:5]([C:6]#[N:7])=[C:4]([C:10]([F:13])([F:12])[F:11])[CH:3]=1)[CH2:16][OH:17])[C:21]1[CH:26]=[CH:25][CH:24]=[CH:23][CH:22]=1. The catalyst class is: 16.